From a dataset of Reaction yield outcomes from USPTO patents with 853,638 reactions. Predict the reaction yield, written as a fraction of the theoretical maximum amount of product (1.0 means a 100% yield; for example, 0.34 means a 34% yield). (1) The reactants are O.[OH-].[Li+].[F:4][C:5]([F:33])([F:32])[C:6]1[N:10]2[N:11]=[C:12]([N:15]3[CH2:20][CH2:19][CH:18]([C:21]4[CH:31]=[CH:30][C:24]([O:25][CH2:26][C:27]([O-:29])=[O:28])=[CH:23][CH:22]=4)[CH2:17][CH2:16]3)[CH:13]=[CH:14][C:9]2=[N:8][N:7]=1.O.CO. The catalyst is C1COCC1. The product is [F:33][C:5]([F:4])([F:32])[C:6]1[N:10]2[N:11]=[C:12]([N:15]3[CH2:20][CH2:19][CH:18]([C:21]4[CH:31]=[CH:30][C:24]([O:25][CH2:26][C:27]([OH:29])=[O:28])=[CH:23][CH:22]=4)[CH2:17][CH2:16]3)[CH:13]=[CH:14][C:9]2=[N:8][N:7]=1. The yield is 0.820. (2) The reactants are N1C=CN=C1.[Cl:6][C:7]1[CH:12]=[CH:11][C:10]([C@@H:13]([OH:16])[CH2:14][OH:15])=[CH:9][C:8]=1[F:17].[CH3:18][C:19]([Si:22](Cl)([CH3:24])[CH3:23])([CH3:21])[CH3:20]. The catalyst is C(Cl)Cl. The product is [Si:22]([O:15][CH2:14][C@@H:13]([C:10]1[CH:11]=[CH:12][C:7]([Cl:6])=[C:8]([F:17])[CH:9]=1)[OH:16])([C:19]([CH3:21])([CH3:20])[CH3:18])([CH3:24])[CH3:23]. The yield is 0.470.